Dataset: Catalyst prediction with 721,799 reactions and 888 catalyst types from USPTO. Task: Predict which catalyst facilitates the given reaction. (1) The catalyst class is: 6. Reactant: [CH2:1]([NH:8][C:9]1[N:17]=[C:16](Cl)[N:15]=[C:14]2[C:10]=1[N:11]=[CH:12][N:13]2[CH2:19][CH2:20][CH3:21])[C:2]1[CH:7]=[CH:6][CH:5]=[CH:4][CH:3]=1.[NH2:22][C@H:23]([CH2:26][CH3:27])[CH2:24][OH:25].CCOCC. Product: [CH2:1]([NH:8][C:9]1[N:17]=[C:16]([NH:22][C@H:23]([CH2:26][CH3:27])[CH2:24][OH:25])[N:15]=[C:14]2[C:10]=1[N:11]=[CH:12][N:13]2[CH2:19][CH2:20][CH3:21])[C:2]1[CH:7]=[CH:6][CH:5]=[CH:4][CH:3]=1. (2) Reactant: [ClH:1].[CH3:2][N:3]([CH:11]([CH3:13])[CH3:12])[C:4]1[CH:9]=[CH:8][C:7]([NH2:10])=[CH:6][CH:5]=1.Cl.Cl.[CH2:16]([O:20][C:21]1[CH:26]=[CH:25][C:24]([NH2:27])=[CH:23][C:22]=1[NH2:28])[CH2:17][CH2:18][CH3:19].N.OO.[CH2:32](O)C. Product: [ClH:1].[CH2:16]([O:20][C:21]1[C:22](=[NH:28])[CH:23]=[C:24]([NH2:27])[CH:25]([NH:10][C:7]2[CH:8]=[CH:9][C:4]([N:3]([CH2:2][CH3:32])[CH:11]([CH3:13])[CH3:12])=[CH:5][CH:6]=2)[CH:26]=1)[CH2:17][CH2:18][CH3:19]. The catalyst class is: 6. (3) The catalyst class is: 1. Reactant: [CH:1]1([N:5]2[C:13]3[C:8](=[CH:9][CH:10]=[C:11]([O:14][CH:15]([F:17])[F:16])[CH:12]=3)[C:7]([C:18]#[N:19])=[CH:6]2)[CH2:4][CH2:3][CH2:2]1.[CH2:20]([Sn:24](I)([CH2:29][CH2:30][CH2:31][CH3:32])[CH2:25][CH2:26][CH2:27][CH3:28])[CH2:21][CH2:22][CH3:23].[Li+].CC([N-]C(C)C)C. Product: [CH:1]1([N:5]2[C:13]3[C:8](=[CH:9][CH:10]=[C:11]([O:14][CH:15]([F:16])[F:17])[CH:12]=3)[C:7]([C:18]#[N:19])=[C:6]2[Sn:24]([CH2:25][CH2:26][CH2:27][CH3:28])([CH2:29][CH2:30][CH2:31][CH3:32])[CH2:20][CH2:21][CH2:22][CH3:23])[CH2:2][CH2:3][CH2:4]1. (4) Reactant: [CH3:1][O:2][C:3]([C:5]1[C:6](=[O:17])[S:7][C:8]2[C:13]([C:14]=1[OH:15])=[CH:12][CH:11]=[C:10](Br)[CH:9]=2)=[O:4].[CH3:18][Sn](C)(C)C. Product: [CH3:1][O:2][C:3]([C:5]1[C:6](=[O:17])[S:7][C:8]2[C:13]([C:14]=1[OH:15])=[CH:12][CH:11]=[C:10]([CH3:18])[CH:9]=2)=[O:4]. The catalyst class is: 233. (5) Reactant: [NH:1]1[CH2:4][CH:3]([NH:5][C:6](=[O:12])[O:7][C:8]([CH3:11])([CH3:10])[CH3:9])[CH2:2]1.[O:13]1[CH2:17][CH2:16][C:15](=O)[CH2:14]1.C(O[BH-](OC(=O)C)OC(=O)C)(=O)C.[Na+].C([O-])(O)=O.[Na+]. Product: [O:13]1[CH2:17][CH2:16][CH:15]([N:1]2[CH2:4][CH:3]([NH:5][C:6](=[O:12])[O:7][C:8]([CH3:9])([CH3:11])[CH3:10])[CH2:2]2)[CH2:14]1. The catalyst class is: 4. (6) Reactant: [CH2:1]([C:3]1[CH:4]=[C:5]2[C:9](=[CH:10][CH:11]=1)[N:8]([Si](C(C)C)(C(C)C)C(C)C)[CH:7]=[CH:6]2)[CH3:2].[F-].[NH4+]. Product: [CH2:1]([C:3]1[CH:4]=[C:5]2[C:9](=[CH:10][CH:11]=1)[NH:8][CH:7]=[CH:6]2)[CH3:2]. The catalyst class is: 36. (7) Reactant: [CH3:1][N:2]([CH3:34])[C:3]1[CH:33]=[CH:32][CH:31]=[CH:30][C:4]=1[C:5]([NH:7][C:8]1[CH:29]=[CH:28][C:11]([O:12][CH2:13][CH2:14][C:15]2[N:16]=[C:17]([NH:20]C(=O)OC(C)(C)C)[S:18][CH:19]=2)=[CH:10][CH:9]=1)=[O:6].FC(F)(F)C(O)=O. Product: [NH2:20][C:17]1[S:18][CH:19]=[C:15]([CH2:14][CH2:13][O:12][C:11]2[CH:10]=[CH:9][C:8]([NH:7][C:5](=[O:6])[C:4]3[CH:30]=[CH:31][CH:32]=[CH:33][C:3]=3[N:2]([CH3:34])[CH3:1])=[CH:29][CH:28]=2)[N:16]=1. The catalyst class is: 4. (8) Reactant: ClC(Cl)(O[C:5](=[O:11])OC(Cl)(Cl)Cl)Cl.[NH2:13][C:14]1[CH:23]=[CH:22][C:21]([C:24]([C:26]2[N:30]3[CH:31]=[CH:32][CH:33]=[CH:34][C:29]3=[C:28]([C:35]3[CH:40]=[CH:39][CH:38]=[C:37]([C:41]([O:43][CH3:44])=[O:42])[CH:36]=3)[N:27]=2)=[O:25])=[CH:20][C:15]=1[C:16]([O:18][CH3:19])=[O:17].[F:45][C:46]1[CH:53]=[CH:52][C:49]([CH2:50][NH2:51])=[CH:48][CH:47]=1.C(N(CC)CC)C. Product: [F:45][C:46]1[CH:53]=[CH:52][C:49]([CH2:50][NH:51][C:5]([NH:13][C:14]2[CH:23]=[CH:22][C:21]([C:24]([C:26]3[N:30]4[CH:31]=[CH:32][CH:33]=[CH:34][C:29]4=[C:28]([C:35]4[CH:40]=[CH:39][CH:38]=[C:37]([C:41]([O:43][CH3:44])=[O:42])[CH:36]=4)[N:27]=3)=[O:25])=[CH:20][C:15]=2[C:16]([O:18][CH3:19])=[O:17])=[O:11])=[CH:48][CH:47]=1. The catalyst class is: 12. (9) Reactant: S(O[CH:6]([CH3:35])[CH2:7][C:8]1[C:16]([C:17]([C:26]2[CH:31]=[CH:30][C:29]([N+:32]([O-:34])=[O:33])=[CH:28][CH:27]=2)=[N:18][NH:19][C:20]2[N:25]=[CH:24][CH:23]=[CH:22][N:21]=2)=[CH:15][C:11]2[O:12][CH2:13][O:14][C:10]=2[CH:9]=1)(=O)(=O)C.[OH-].[Na+]. Product: [CH3:35][CH:6]1[CH2:7][C:8]2[CH:9]=[C:10]3[O:14][CH2:13][O:12][C:11]3=[CH:15][C:16]=2[C:17]([C:26]2[CH:31]=[CH:30][C:29]([N+:32]([O-:34])=[O:33])=[CH:28][CH:27]=2)=[N:18][N:19]1[C:20]1[N:25]=[CH:24][CH:23]=[CH:22][N:21]=1. The catalyst class is: 98.